This data is from Forward reaction prediction with 1.9M reactions from USPTO patents (1976-2016). The task is: Predict the product of the given reaction. (1) Given the reactants [Br:1][C:2]1[CH:3]=[C:4]2[C:9](=[CH:10][CH:11]=1)[O:8][CH2:7][CH2:6][CH:5]2O.O.C1(C)C=CC(S(O)(=O)=O)=CC=1.C(=O)(O)[O-].[Na+], predict the reaction product. The product is: [Br:1][C:2]1[CH:3]=[C:4]2[C:9](=[CH:10][CH:11]=1)[O:8][CH2:7][CH:6]=[CH:5]2. (2) Given the reactants S(=O)(=O)(O)[OH:2].[F:6][C:7]([F:22])([F:21])[C:8]1[CH:13]=[CH:12][C:11]([NH:14][C@H:15]([CH2:19][CH3:20])[CH2:16][C:17]#[N:18])=[CH:10][CH:9]=1, predict the reaction product. The product is: [F:6][C:7]([F:21])([F:22])[C:8]1[CH:9]=[CH:10][C:11]([NH:14][C@H:15]([CH2:19][CH3:20])[CH2:16][C:17]([NH2:18])=[O:2])=[CH:12][CH:13]=1. (3) Given the reactants C(OC([N:8]1[CH2:13][CH2:12][N:11]([C:14]2[C:18]([Cl:19])=[N:17][S:16][N:15]=2)[CH2:10][CH2:9]1)=O)(C)(C)C.Cl.O1CCOCC1, predict the reaction product. The product is: [ClH:19].[Cl:19][C:18]1[C:14]([N:11]2[CH2:10][CH2:9][NH:8][CH2:13][CH2:12]2)=[N:15][S:16][N:17]=1. (4) Given the reactants Cl.[CH3:2][N:3]1[CH:8]2[CH2:9][CH2:10][CH2:11][CH:4]1[CH2:5][C:6](=[N:12]O)[CH2:7]2.[OH-].[NH4+].[H][H], predict the reaction product. The product is: [NH2:12][CH:6]1[CH2:5][CH:4]2[N:3]([CH3:2])[CH:8]([CH2:9][CH2:10][CH2:11]2)[CH2:7]1.